This data is from Forward reaction prediction with 1.9M reactions from USPTO patents (1976-2016). The task is: Predict the product of the given reaction. The product is: [OH:27][C:22]1[CH:23]=[CH:24][C:25]([NH:26][C:1](=[O:6])[C:2]([CH3:4])=[CH2:3])=[CH:20][CH:21]=1. Given the reactants [C:1]([OH:6])(=O)[C:2]([CH3:4])=[CH2:3].C(OC(Cl)=O)C.C(N(CC)CC)C.[CH:20]1[C:25]([NH2:26])=[CH:24][CH:23]=[C:22]([OH:27])[CH:21]=1.Cl, predict the reaction product.